Dataset: Peptide-MHC class I binding affinity with 185,985 pairs from IEDB/IMGT. Task: Regression. Given a peptide amino acid sequence and an MHC pseudo amino acid sequence, predict their binding affinity value. This is MHC class I binding data. (1) The peptide sequence is QLKQRDALF. The MHC is HLA-B15:17 with pseudo-sequence HLA-B15:17. The binding affinity (normalized) is 0.613. (2) The peptide sequence is IAVASGLLW. The MHC is HLA-B58:01 with pseudo-sequence HLA-B58:01. The binding affinity (normalized) is 1.00. (3) The peptide sequence is IYVLVMLVL. The binding affinity (normalized) is 0.388. The MHC is HLA-A24:02 with pseudo-sequence HLA-A24:02. (4) The peptide sequence is GLIDIAPHQISS. The MHC is HLA-A02:01 with pseudo-sequence HLA-A02:01. The binding affinity (normalized) is 0.524. (5) The peptide sequence is LMMTTIGVV. The binding affinity (normalized) is 0.882. The MHC is HLA-A02:01 with pseudo-sequence HLA-A02:01. (6) The peptide sequence is KYYLAYTSY. The MHC is HLA-B08:03 with pseudo-sequence HLA-B08:03. The binding affinity (normalized) is 0.0847. (7) The peptide sequence is YTVRGTGKY. The MHC is HLA-A01:01 with pseudo-sequence HLA-A01:01. The binding affinity (normalized) is 0.674. (8) The peptide sequence is YLSTFNMWR. The MHC is HLA-A33:01 with pseudo-sequence HLA-A33:01. The binding affinity (normalized) is 0.580. (9) The peptide sequence is KTMAMVLSI. The MHC is HLA-A02:17 with pseudo-sequence HLA-A02:17. The binding affinity (normalized) is 0.395. (10) The peptide sequence is RGPFRAFVTI. The MHC is H-2-Dd with pseudo-sequence H-2-Dd. The binding affinity (normalized) is 1.00.